This data is from Reaction yield outcomes from USPTO patents with 853,638 reactions. The task is: Predict the reaction yield, written as a fraction of the theoretical maximum amount of product (1.0 means a 100% yield; for example, 0.34 means a 34% yield). (1) The reactants are [CH3:1][C:2]1([CH3:10])[CH2:8][C:7](=[O:9])[O:6][C:4](=O)[CH2:3]1.C(N(C(C)C)CC)(C)C.[NH2:20][CH2:21][CH2:22][C:23]1[CH:28]=[CH:27][C:26]([O:29][C:30](=[O:39])[N:31]([CH3:38])[C:32]2[CH:37]=[CH:36][CH:35]=[CH:34][CH:33]=2)=[CH:25][CH:24]=1.C(O)(C(F)(F)F)=O.S(Cl)(Cl)=O. The catalyst is C(Cl)Cl.C(O)C. The product is [CH3:10][C:2]1([CH3:1])[CH2:3][C:4](=[O:6])[N:20]([CH2:21][CH2:22][C:23]2[CH:24]=[CH:25][C:26]([O:29][C:30](=[O:39])[N:31]([CH3:38])[C:32]3[CH:33]=[CH:34][CH:35]=[CH:36][CH:37]=3)=[CH:27][CH:28]=2)[C:7](=[O:9])[CH2:8]1. The yield is 0.230. (2) The reactants are [C:1]([O:5][C:6]([N:8]1[CH2:12][CH2:11][CH:10]([OH:13])[CH2:9]1)=[O:7])([CH3:4])([CH3:3])[CH3:2].[H-].[Na+].Cl[C:17]1[N:22]=[CH:21][N:20]=[C:19]2[N:23]([C:26]3[CH:31]=[CH:30][C:29]([S:32]([CH3:35])(=[O:34])=[O:33])=[CH:28][C:27]=3[F:36])[N:24]=[CH:25][C:18]=12. The catalyst is C1COCC1. The product is [C:1]([O:5][C:6]([N:8]1[CH2:12][CH2:11][CH:10]([O:13][C:17]2[N:22]=[CH:21][N:20]=[C:19]3[N:23]([C:26]4[CH:31]=[CH:30][C:29]([S:32]([CH3:35])(=[O:34])=[O:33])=[CH:28][C:27]=4[F:36])[N:24]=[CH:25][C:18]=23)[CH2:9]1)=[O:7])([CH3:4])([CH3:2])[CH3:3]. The yield is 0.450. (3) The reactants are [Br:1][C:2]1[CH:7]=[CH:6][C:5]([C@H:8]([N:10]2[CH2:15][CH2:14][NH:13][CH2:12][CH2:11]2)[CH3:9])=[CH:4][CH:3]=1.Cl[C:17]1[CH:18]=[CH:19][C:20]2[N:21]([C:23]([CH:26]([F:28])[F:27])=[N:24][N:25]=2)[N:22]=1. No catalyst specified. The product is [Br:1][C:2]1[CH:7]=[CH:6][C:5]([C@H:8]([N:10]2[CH2:11][CH2:12][N:13]([C:17]3[CH:18]=[CH:19][C:20]4[N:21]([C:23]([CH:26]([F:27])[F:28])=[N:24][N:25]=4)[N:22]=3)[CH2:14][CH2:15]2)[CH3:9])=[CH:4][CH:3]=1. The yield is 0.750. (4) The reactants are Cl[C:2]1[N:7]=[C:6]([N:8]2[CH:12]=[CH:11][C:10]([C:13]([F:16])([F:15])[F:14])=[N:9]2)[N:5]=[C:4]([O:17][CH3:18])[CH:3]=1.[C:19]1(B(O)O)[CH:24]=[CH:23][CH:22]=[CH:21][CH:20]=1.C1(P(C2C=CC=CC=2)C2C=CC=CC=2)C=CC=CC=1.C(=O)([O-])[O-].[Na+].[Na+]. The catalyst is C1COCC1.C([O-])(=O)C.[Pd+2].C([O-])(=O)C.O. The product is [CH3:18][O:17][C:4]1[CH:3]=[C:2]([C:19]2[CH:24]=[CH:23][CH:22]=[CH:21][CH:20]=2)[N:7]=[C:6]([N:8]2[CH:12]=[CH:11][C:10]([C:13]([F:16])([F:15])[F:14])=[N:9]2)[N:5]=1. The yield is 0.950. (5) The reactants are [Br:1][CH:2]1[CH2:28][O:27][C:5]2=[CH:6][CH:7]=[C:8]3[C:12]([N:11]([CH2:13][C@@H:14]([NH:16][C:17](=[O:26])[O:18][CH2:19][C:20]4[CH:25]=[CH:24][CH:23]=[CH:22][CH:21]=4)[CH3:15])[N:10]=[CH:9]3)=[C:4]2[CH:3]1O.[N-:30]=[N+:31]=[N-:32].[Na+]. The catalyst is CS(C)=O. The product is [N:30]([CH:3]1[C:4]2[C:5](=[CH:6][CH:7]=[C:8]3[C:12]=2[N:11]([CH2:13][C@@H:14]([NH:16][C:17](=[O:26])[O:18][CH2:19][C:20]2[CH:21]=[CH:22][CH:23]=[CH:24][CH:25]=2)[CH3:15])[N:10]=[CH:9]3)[O:27][CH2:28][CH:2]1[Br:1])=[N+:31]=[N-:32]. The yield is 0.680. (6) The reactants are [C:1]([Si:5]([C:19]1[CH:24]=[CH:23][CH:22]=[CH:21][CH:20]=1)([C:13]1[CH:18]=[CH:17][CH:16]=[CH:15][CH:14]=1)[O:6][CH2:7][C:8]#[C:9][CH2:10][CH2:11]O)([CH3:4])([CH3:3])[CH3:2].C(Br)(Br)(Br)[Br:26].C1C=CC(P(C2C=CC=CC=2)C2C=CC=CC=2)=CC=1. The catalyst is C(Cl)Cl. The product is [Br:26][CH2:11][CH2:10][C:9]#[C:8][CH2:7][O:6][Si:5]([C:1]([CH3:2])([CH3:4])[CH3:3])([C:19]1[CH:20]=[CH:21][CH:22]=[CH:23][CH:24]=1)[C:13]1[CH:18]=[CH:17][CH:16]=[CH:15][CH:14]=1. The yield is 0.990. (7) The reactants are [S:1]1[C:5]2[CH:6]=[CH:7][CH:8]=[CH:9][C:4]=2[N:3]=[C:2]1[NH:10][C:11]1[C:16]([Cl:17])=[CH:15][C:14]([CH2:18][C:19]([O:21]C)=[O:20])=[C:13]([F:23])[CH:12]=1.[OH-].[Na+].O. The catalyst is C1COCC1. The product is [S:1]1[C:5]2[CH:6]=[CH:7][CH:8]=[CH:9][C:4]=2[N:3]=[C:2]1[NH:10][C:11]1[C:16]([Cl:17])=[CH:15][C:14]([CH2:18][C:19]([OH:21])=[O:20])=[C:13]([F:23])[CH:12]=1. The yield is 0.820. (8) The reactants are [OH:1][C:2]1[CH:9]=[CH:8][C:5]([CH:6]=[O:7])=[CH:4][CH:3]=1.[Cl:10][C:11]1[CH:12]=[C:13]([CH:16]=[CH:17][C:18]=1F)[C:14]#[N:15]. No catalyst specified. The product is [Cl:10][C:11]1[CH:12]=[C:13]([CH:16]=[CH:17][C:18]=1[O:1][C:2]1[CH:9]=[CH:8][C:5]([CH:6]=[O:7])=[CH:4][CH:3]=1)[C:14]#[N:15]. The yield is 0.0191.